From a dataset of Catalyst prediction with 721,799 reactions and 888 catalyst types from USPTO. Predict which catalyst facilitates the given reaction. (1) Reactant: Cl.[Cl:2][CH2:3][CH2:4][NH:5][CH2:6][CH2:7][Cl:8].C(N(CC)CC)C.Cl[C:17]([O:19]C)=S.ClCCNCCCl.[CH3:28][O:29][C:30](=[O:41])[C@H:31]([CH2:33][C:34]1[CH:39]=[CH:38][C:37]([OH:40])=[CH:36][CH:35]=1)[NH2:32]. Product: [CH3:28][O:29][C:30](=[O:41])[CH:31]([NH:32][C:17]([N:5]([CH2:6][CH2:7][Cl:8])[CH2:4][CH2:3][Cl:2])=[O:19])[CH2:33][C:34]1[CH:35]=[CH:36][C:37]([OH:40])=[CH:38][CH:39]=1. The catalyst class is: 96. (2) Reactant: [NH:1]([C:7]([O:9][C:10]([CH3:13])([CH3:12])[CH3:11])=[O:8])[C@H:2]([C:4]([OH:6])=[O:5])[CH3:3].[F:14][C:15]1[CH:20]=[CH:19][C:18]([CH2:21]O)=[CH:17][CH:16]=1.C(N(CC)CC)C.CCN=C=NCCCN(C)C.Cl. Product: [C:10]([O:9][C:7]([NH:1][C@H:2]([CH3:3])[C:4]([O:6][CH2:21][C:18]1[CH:19]=[CH:20][C:15]([F:14])=[CH:16][CH:17]=1)=[O:5])=[O:8])([CH3:12])([CH3:11])[CH3:13]. The catalyst class is: 79.